From a dataset of Peptide-MHC class II binding affinity with 134,281 pairs from IEDB. Regression. Given a peptide amino acid sequence and an MHC pseudo amino acid sequence, predict their binding affinity value. This is MHC class II binding data. (1) The peptide sequence is YDKTLANVSTVLTGK. The MHC is DRB1_0405 with pseudo-sequence DRB1_0405. The binding affinity (normalized) is 0.478. (2) The MHC is HLA-DQA10101-DQB10501 with pseudo-sequence HLA-DQA10101-DQB10501. The binding affinity (normalized) is 0.409. The peptide sequence is NYPIVQNLQGQMVHQAISPR. (3) The peptide sequence is ISSYKLDLTILGLAA. The MHC is DRB1_1101 with pseudo-sequence DRB1_1101. The binding affinity (normalized) is 0.686. (4) The peptide sequence is ERTVRVLDTVEKWLA. The MHC is HLA-DQA10102-DQB10501 with pseudo-sequence HLA-DQA10102-DQB10501. The binding affinity (normalized) is 0.578.